This data is from Tox21: 12 toxicity assays (nuclear receptors and stress response pathways). The task is: Binary classification across 12 toxicity assays. (1) The drug is CCc1nccnc1C. It tested positive (active) for: NR-AR (Androgen Receptor agonist activity). (2) The compound is COc1ccnc(CS(=O)c2nc3cc(OC(F)F)ccc3[n-]2)c1OC. It tested positive (active) for: NR-AhR (Aryl hydrocarbon Receptor agonist activity), and SR-ARE (Antioxidant Response Element (oxidative stress)). (3) The compound is C[C@](O)(CS(=O)(=O)c1ccc(F)cc1)C(=O)Nc1ccc(C#N)c(C(F)(F)F)c1. It tested positive (active) for: SR-ARE (Antioxidant Response Element (oxidative stress)), and SR-MMP (Mitochondrial Membrane Potential disruption). (4) The drug is COP(=S)(OC)Oc1nc(Cl)c(Cl)cc1Cl. It tested positive (active) for: SR-MMP (Mitochondrial Membrane Potential disruption). (5) The compound is O=Cc1ccccc1[N+](=O)[O-]. It tested positive (active) for: SR-p53 (p53 tumor suppressor activation). (6) The molecule is Oc1c(Cl)cc(Cl)c(Cl)c1Cc1c(O)c(Cl)cc(Cl)c1Cl. It tested positive (active) for: NR-PPAR-gamma (PPAR-gamma nuclear receptor agonist), SR-HSE (Heat Shock Element response), SR-MMP (Mitochondrial Membrane Potential disruption), and SR-p53 (p53 tumor suppressor activation).